This data is from Merck oncology drug combination screen with 23,052 pairs across 39 cell lines. The task is: Regression. Given two drug SMILES strings and cell line genomic features, predict the synergy score measuring deviation from expected non-interaction effect. (1) Drug 1: CC(C)CC(NC(=O)C(Cc1ccccc1)NC(=O)c1cnccn1)B(O)O. Drug 2: CC1(c2nc3c(C(N)=O)cccc3[nH]2)CCCN1. Cell line: UWB1289. Synergy scores: synergy=-11.6. (2) Drug 1: C=CCn1c(=O)c2cnc(Nc3ccc(N4CCN(C)CC4)cc3)nc2n1-c1cccc(C(C)(C)O)n1. Drug 2: Cn1c(=O)n(-c2ccc(C(C)(C)C#N)cc2)c2c3cc(-c4cnc5ccccc5c4)ccc3ncc21. Cell line: HT144. Synergy scores: synergy=30.8. (3) Synergy scores: synergy=-0.178. Drug 1: CN1C(=O)C=CC2(C)C3CCC4(C)C(NC(=O)OCC(F)(F)F)CCC4C3CCC12. Cell line: HT144. Drug 2: O=P1(N(CCCl)CCCl)NCCCO1. (4) Drug 1: O=c1[nH]cc(F)c(=O)[nH]1. Drug 2: NC1(c2ccc(-c3nc4ccn5c(=O)[nH]nc5c4cc3-c3ccccc3)cc2)CCC1. Cell line: OVCAR3. Synergy scores: synergy=16.4. (5) Drug 1: O=S1(=O)NC2(CN1CC(F)(F)F)C1CCC2Cc2cc(C=CCN3CCC(C(F)(F)F)CC3)ccc2C1. Drug 2: CCN(CC)CCNC(=O)c1c(C)[nH]c(C=C2C(=O)Nc3ccc(F)cc32)c1C. Cell line: COLO320DM. Synergy scores: synergy=4.75. (6) Drug 1: C#Cc1cccc(Nc2ncnc3cc(OCCOC)c(OCCOC)cc23)c1. Drug 2: Cn1c(=O)n(-c2ccc(C(C)(C)C#N)cc2)c2c3cc(-c4cnc5ccccc5c4)ccc3ncc21. Cell line: SKMEL30. Synergy scores: synergy=40.3.